Dataset: TCR-epitope binding with 47,182 pairs between 192 epitopes and 23,139 TCRs. Task: Binary Classification. Given a T-cell receptor sequence (or CDR3 region) and an epitope sequence, predict whether binding occurs between them. (1) The epitope is GTSGSPIVNR. The TCR CDR3 sequence is CASSLVIPTGWRDNEQFF. Result: 1 (the TCR binds to the epitope). (2) The epitope is FLPRVFSAV. The TCR CDR3 sequence is CASTPGVSYNEQFF. Result: 1 (the TCR binds to the epitope). (3) The epitope is KLGGALQAK. The TCR CDR3 sequence is CASNGPRGRGADTQYF. Result: 0 (the TCR does not bind to the epitope). (4) The epitope is IPSINVHHY. The TCR CDR3 sequence is CASSLEGQDYEQYF. Result: 0 (the TCR does not bind to the epitope). (5) The TCR CDR3 sequence is CASSPQSVGDTQYF. Result: 1 (the TCR binds to the epitope). The epitope is FLKEKGGL. (6) The epitope is QVPLRPMTYK. The TCR CDR3 sequence is CASNTGTDSYEQYF. Result: 0 (the TCR does not bind to the epitope). (7) The epitope is MPASWVMRI. The TCR CDR3 sequence is CASSDGAGGHLYNEQFF. Result: 1 (the TCR binds to the epitope). (8) The epitope is LLFNKVTLA. The TCR CDR3 sequence is CSVDVPGQGEGYTF. Result: 1 (the TCR binds to the epitope). (9) The epitope is RLRAEAQVK. The TCR CDR3 sequence is CASSSGVITTDTQYF. Result: 1 (the TCR binds to the epitope).